From a dataset of Reaction yield outcomes from USPTO patents with 853,638 reactions. Predict the reaction yield, written as a fraction of the theoretical maximum amount of product (1.0 means a 100% yield; for example, 0.34 means a 34% yield). (1) The reactants are CCOC(/N=N/C(OCC)=O)=O.[CH3:13][O:14][C:15](=[O:34])[C@H:16]([CH2:24][C:25]1[CH:30]=[C:29]([Cl:31])[C:28]([OH:32])=[C:27]([Cl:33])[CH:26]=1)[NH:17][C:18](=[O:23])[C:19]([F:22])([F:21])[F:20].[C:35]1([C:41]2[O:42][C:43]3[C:49]([CH2:50]O)=[CH:48][CH:47]=[CH:46][C:44]=3[N:45]=2)[CH:40]=[CH:39][CH:38]=[CH:37][CH:36]=1.C1(P(C2C=CC=CC=2)C2C=CC=CC=2)C=CC=CC=1. The catalyst is O1CCCC1. The product is [CH3:13][O:14][C:15](=[O:34])[C@H:16]([CH2:24][C:25]1[CH:26]=[C:27]([Cl:33])[C:28]([O:32][CH2:50][C:49]2[C:43]3[O:42][C:41]([C:35]4[CH:40]=[CH:39][CH:38]=[CH:37][CH:36]=4)=[N:45][C:44]=3[CH:46]=[CH:47][CH:48]=2)=[C:29]([Cl:31])[CH:30]=1)[NH:17][C:18](=[O:23])[C:19]([F:22])([F:20])[F:21]. The yield is 0.820. (2) The reactants are COC1C=CC(C[N:8]2[C:13]([CH3:14])=[N:12][C:11](SC)=[N:10][C:9]2=[O:17])=CC=1.FC(F)(F)C(O)=O.[F:27][C:28]1[CH:33]=[CH:32][C:31]([C:34]2[C@@H:35]([OH:40])[CH2:36][NH:37][CH2:38][CH:39]=2)=[CH:30][CH:29]=1.C(N(CC)C(C)C)(C)C. The catalyst is C(OCC)(=O)C.O.O1CCOCC1. The product is [F:27][C:28]1[CH:33]=[CH:32][C:31]([C:34]2[C@@H:35]([OH:40])[CH2:36][N:37]([C:11]3[N:12]=[C:13]([CH3:14])[NH:8][C:9](=[O:17])[N:10]=3)[CH2:38][CH:39]=2)=[CH:30][CH:29]=1. The yield is 0.940. (3) The product is [F:11][C:12]1[CH:13]=[CH:14][C:15]2=[C:16]([CH:44]=1)[O:17][CH2:18][C:19]1[CH:29]=[C:28]([CH2:30][C:31]3[N:35]4[CH:36]=[CH:37][CH:38]=[CH:39][C:34]4=[N:33][C:32]=3[CH2:40][O:41][CH3:42])[CH:27]=[CH:26][C:20]=1/[C:21]/2=[C:22](/[CH3:25])\[C:23]#[N:24]. The yield is 0.620. The catalyst is O.CCCCCC. The reactants are [I-].[Na+].C[Si](C)(C)Cl.C(#N)C.[F:11][C:12]1[CH:13]=[CH:14][C:15]2=[C:16]([CH:44]=1)[O:17][CH2:18][C:19]1[CH:29]=[C:28]([CH:30](O)[C:31]3[N:35]4[CH:36]=[CH:37][CH:38]=[CH:39][C:34]4=[N:33][C:32]=3[CH2:40][O:41][CH3:42])[CH:27]=[CH:26][C:20]=1/[C:21]/2=[C:22](/[CH3:25])\[C:23]#[N:24]. (4) The reactants are [C:1]1(=[O:5])[O:4][CH2:3][CH2:2]1.[CH3:6][N:7]([CH2:9][CH2:10][CH2:11][CH2:12][CH2:13][CH2:14][CH2:15][CH2:16][CH2:17][CH2:18][CH2:19][CH2:20][CH2:21][CH3:22])[CH3:8]. The catalyst is CCOCC.C(#N)C. The product is [CH3:6][N+:7]([CH3:8])([CH2:9][CH2:10][CH2:11][CH2:12][CH2:13][CH2:14][CH2:15][CH2:16][CH2:17][CH2:18][CH2:19][CH2:20][CH2:21][CH3:22])[CH2:3][CH2:2][C:1]([O-:4])=[O:5]. The yield is 0.500.